Task: Predict the reaction yield, written as a fraction of the theoretical maximum amount of product (1.0 means a 100% yield; for example, 0.34 means a 34% yield).. Dataset: Reaction yield outcomes from USPTO patents with 853,638 reactions (1) The reactants are [CH2:1]([O:8][C:9]1[CH:10]=[C:11]2[C:15](=[CH:16][CH:17]=1)[NH:14][CH:13]=[CH:12]2)[C:2]1[CH:7]=[CH:6][CH:5]=[CH:4][CH:3]=1.[CH3:18][C:19]([O-])([CH3:21])[CH3:20].[K+].BrC[N:26]1[C:30](=[O:31])C2=CC=[CH:34][CH:35]=[C:28]2[C:27]1=[O:36]. The catalyst is C1COCC1. The product is [CH2:18]=[C:19]1[CH:21]=[CH:34][CH:35]=[C:28]2[C:27]([N:26]([N:14]3[C:15]4[C:11](=[CH:10][C:9]([O:8][CH2:1][C:2]5[CH:3]=[CH:4][CH:5]=[CH:6][CH:7]=5)=[CH:17][CH:16]=4)[CH:12]=[CH:13]3)[C:30](=[O:31])[CH:20]12)=[O:36]. The yield is 0.760. (2) The reactants are [CH2:1]([O:3][C:4](=[O:28])[C:5]([CH3:27])([CH3:26])[CH2:6][CH2:7][CH2:8][CH2:9][CH2:10][C:11](=[O:25])[CH2:12][CH2:13][CH2:14][C:15]([CH3:24])([CH3:23])[CH2:16][CH2:17][C:18]([O:20][CH2:21][CH3:22])=[O:19])[CH3:2].[BH4-].[Na+]. The catalyst is C(O)(C)C.O. The product is [CH2:1]([O:3][C:4](=[O:28])[C:5]([CH3:26])([CH3:27])[CH2:6][CH2:7][CH2:8][CH2:9][CH2:10][CH:11]([OH:25])[CH2:12][CH2:13][CH2:14][C:15]([CH3:24])([CH3:23])[CH2:16][CH2:17][C:18]([O:20][CH2:21][CH3:22])=[O:19])[CH3:2]. The yield is 0.980. (3) The reactants are [CH:1]([Si:4](Cl)([CH:8]([CH3:10])[CH3:9])[CH:5]([CH3:7])[CH3:6])([CH3:3])[CH3:2].[F:12][C:13]1[CH:14]=[C:15]([OH:20])[CH:16]=[CH:17][C:18]=1[F:19].N1C=CN=C1. The catalyst is CN(C)C=O.O. The product is [F:12][C:13]1[CH:14]=[C:15]([CH:16]=[CH:17][C:18]=1[F:19])[O:20][Si:4]([CH:8]([CH3:10])[CH3:9])([CH:5]([CH3:7])[CH3:6])[CH:1]([CH3:3])[CH3:2]. The yield is 0.800. (4) The reactants are [Cl:1][C:2]1[CH:3]=[C:4]([CH:8]=[CH:9][C:10]=1[C:11]1[C:20]([C:21]([F:24])([F:23])[F:22])=[N:19][C:18]2[C:13](=[CH:14][CH:15]=[C:16]([O:25]C)[CH:17]=2)[N:12]=1)[C:5]([OH:7])=[O:6].B(Br)(Br)Br. The catalyst is C(Cl)Cl. The product is [Cl:1][C:2]1[CH:3]=[C:4]([CH:8]=[CH:9][C:10]=1[C:11]1[C:20]([C:21]([F:23])([F:24])[F:22])=[N:19][C:18]2[C:13](=[CH:14][CH:15]=[C:16]([OH:25])[CH:17]=2)[N:12]=1)[C:5]([OH:7])=[O:6]. The yield is 0.180. (5) The reactants are Br[C:2]1[CH:7]=[C:6]([NH:8][C:9](=[O:18])[C:10]2[C:15]([Cl:16])=[CH:14][CH:13]=[CH:12][C:11]=2[Cl:17])[CH:5]=[CH:4][N:3]=1.[NH2:19][C:20]1[CH:30]=[CH:29][C:23]([C:24]([O:26][CH2:27][CH3:28])=[O:25])=[CH:22][CH:21]=1.C([O-])([O-])=O.[Cs+].[Cs+]. The catalyst is C1C=CC(/C=C/C(/C=C/C2C=CC=CC=2)=O)=CC=1.C1C=CC(/C=C/C(/C=C/C2C=CC=CC=2)=O)=CC=1.C1C=CC(/C=C/C(/C=C/C2C=CC=CC=2)=O)=CC=1.[Pd].[Pd].C1(P(C2C=CC=CC=2)C2C3OC4C(=CC=CC=4P(C4C=CC=CC=4)C4C=CC=CC=4)C(C)(C)C=3C=CC=2)C=CC=CC=1.O1CCOCC1. The product is [Cl:17][C:11]1[CH:12]=[CH:13][CH:14]=[C:15]([Cl:16])[C:10]=1[C:9]([NH:8][C:6]1[CH:5]=[CH:4][N:3]=[C:2]([NH:19][C:20]2[CH:21]=[CH:22][C:23]([C:24]([O:26][CH2:27][CH3:28])=[O:25])=[CH:29][CH:30]=2)[CH:7]=1)=[O:18]. The yield is 0.800. (6) The reactants are Cl.[CH:2]1([NH:8][CH2:9][C:10]([OH:12])=[O:11])[CH2:7][CH2:6][CH2:5][CH2:4][CH2:3]1.C(=O)([O-])[O-].[K+].[K+].[CH2:19]([O:23][C:24](Cl)=[O:25])[CH:20]([CH3:22])[CH3:21]. The catalyst is C(#N)C.O. The product is [CH2:19]([O:23][C:24]([N:8]([CH:2]1[CH2:7][CH2:6][CH2:5][CH2:4][CH2:3]1)[CH2:9][C:10]([OH:12])=[O:11])=[O:25])[CH:20]([CH3:22])[CH3:21]. The yield is 0.940. (7) The reactants are [CH3:1][O:2][C:3]([C:5]1[C:13]2[C:8](=[N:9][CH:10]=[C:11]([Br:14])[CH:12]=2)[N:7]([S:15]([C:18]2[CH:23]=[CH:22][CH:21]=[CH:20][CH:19]=2)(=[O:17])=[O:16])[C:6]=1[CH3:24])=[O:4].C1C(=O)N([Br:32])C(=O)C1. The catalyst is ClCCCl. The product is [CH3:1][O:2][C:3]([C:5]1[C:13]2[C:8](=[N:9][CH:10]=[C:11]([Br:14])[CH:12]=2)[N:7]([S:15]([C:18]2[CH:23]=[CH:22][CH:21]=[CH:20][CH:19]=2)(=[O:17])=[O:16])[C:6]=1[CH2:24][Br:32])=[O:4]. The yield is 0.900.